This data is from M1 muscarinic receptor agonist screen with 61,833 compounds. The task is: Binary Classification. Given a drug SMILES string, predict its activity (active/inactive) in a high-throughput screening assay against a specified biological target. (1) The molecule is O=C(Nc1ccc(nc1)NC(=O)c1occc1)C12CC3CC(C1)CC(C2)C3. The result is 0 (inactive). (2) The drug is O=S1Cc2c(n(nc2C1)C(C)(C)C)NC(=O)Cc1c2c(ccc1)cccc2. The result is 0 (inactive). (3) The drug is S1Cc2c(nn(c2NC(=O)CC)c2c(cccc2)C)C1. The result is 0 (inactive). (4) The compound is O1CCN(CC1)CC(=O)NCc1cc(c2nn(c(=O)c3c2cccc3)C)ccc1OC. The result is 0 (inactive). (5) The drug is s1nnc(C(=O)N(CC(=O)NCc2ccccc2)CC=C)c1. The result is 0 (inactive). (6) The compound is O(c1c(cccc1)C(=O)N)CC(=O)Nc1cc(OC)ccc1. The result is 0 (inactive).